From a dataset of NCI-60 drug combinations with 297,098 pairs across 59 cell lines. Regression. Given two drug SMILES strings and cell line genomic features, predict the synergy score measuring deviation from expected non-interaction effect. (1) Drug 1: CC1=C2C(C(=O)C3(C(CC4C(C3C(C(C2(C)C)(CC1OC(=O)C(C(C5=CC=CC=C5)NC(=O)OC(C)(C)C)O)O)OC(=O)C6=CC=CC=C6)(CO4)OC(=O)C)OC)C)OC. Drug 2: CS(=O)(=O)CCNCC1=CC=C(O1)C2=CC3=C(C=C2)N=CN=C3NC4=CC(=C(C=C4)OCC5=CC(=CC=C5)F)Cl. Cell line: MCF7. Synergy scores: CSS=40.2, Synergy_ZIP=4.87, Synergy_Bliss=6.12, Synergy_Loewe=-17.7, Synergy_HSA=5.71. (2) Drug 1: C1=C(C(=O)NC(=O)N1)F. Drug 2: C(CN)CNCCSP(=O)(O)O. Cell line: SF-539. Synergy scores: CSS=24.9, Synergy_ZIP=1.51, Synergy_Bliss=1.85, Synergy_Loewe=-12.3, Synergy_HSA=1.09.